From a dataset of Full USPTO retrosynthesis dataset with 1.9M reactions from patents (1976-2016). Predict the reactants needed to synthesize the given product. (1) Given the product [N:13]1[CH:14]=[CH:15][CH:16]=[C:11]([C:2]2[CH:3]3[CH2:9][CH2:8][CH:6]([CH:7]=2)[C:5](=[O:10])[CH2:4]3)[CH:12]=1, predict the reactants needed to synthesize it. The reactants are: O[C:2]1([C:11]2[CH:12]=[N:13][CH:14]=[CH:15][CH:16]=2)[CH2:7][CH:6]2[CH2:8][CH2:9][CH:3]1[CH2:4][C:5]2=[O:10].CCN(CC)CC.S(Cl)(C)(=O)=O. (2) Given the product [F:1][C:2]([F:18])([F:17])[C:3]([NH:5][C:6]1[N:7]=[C:8]2[CH:13]=[CH:12][C:11]([F:14])=[CH:10][N:9]2[C:15]=1[CH3:20])=[O:4], predict the reactants needed to synthesize it. The reactants are: [F:1][C:2]([F:18])([F:17])[C:3]([NH:5][C:6]1[N:7]=[C:8]2[CH:13]=[CH:12][C:11]([F:14])=[CH:10][N:9]2[C:15]=1I)=[O:4].[Li+].[CH3:20]CC[CH2-].CI.